The task is: Predict the reactants needed to synthesize the given product.. This data is from Full USPTO retrosynthesis dataset with 1.9M reactions from patents (1976-2016). (1) Given the product [Br:1][C:2]1[CH:3]=[CH:4][C:5]2[C:6]([CH3:17])([CH3:16])[C:7]3[C:12]([C:13]=2[CH:14]=1)=[CH:11][C:10]([C:22]1[CH:23]=[CH:24][CH:25]=[CH:26][C:21]=1[N+:18]([O-:20])=[O:19])=[CH:9][CH:8]=3, predict the reactants needed to synthesize it. The reactants are: [Br:1][C:2]1[CH:3]=[CH:4][C:5]2[C:6]([CH3:17])([CH3:16])[C:7]3[C:12]([C:13]=2[CH:14]=1)=[CH:11][C:10](Br)=[CH:9][CH:8]=3.[N+:18]([C:21]1[CH:26]=[CH:25][CH:24]=[CH:23][C:22]=1B(O)O)([O-:20])=[O:19].C([O-])([O-])=O.[Na+].[Na+].CCO. (2) Given the product [CH2:38]([C@H:11]([C:12]([O:14][C:15]([CH3:16])([CH3:18])[CH3:17])=[O:13])[CH2:10][C@@H:9]([C:19]([O:21][C:22]([CH3:25])([CH3:24])[CH3:23])=[O:20])[NH:8][C:1]([O:3][C:4]([CH3:7])([CH3:6])[CH3:5])=[O:2])[CH:37]=[CH2:36], predict the reactants needed to synthesize it. The reactants are: [C:1]([NH:8][C@H:9]([C:19]([O:21][C:22]([CH3:25])([CH3:24])[CH3:23])=[O:20])[CH2:10][CH2:11][C:12]([O:14][C:15]([CH3:18])([CH3:17])[CH3:16])=[O:13])([O:3][C:4]([CH3:7])([CH3:6])[CH3:5])=[O:2].C[Si]([N-][Si](C)(C)C)(C)C.[Li+].[CH2:36](Br)[CH:37]=[CH2:38]. (3) Given the product [CH3:4][CH:2]1[CH2:3][N@@:1]1[P:15](=[O:16])([O:17][CH3:18])[O:14][CH3:13], predict the reactants needed to synthesize it. The reactants are: [NH2:1][C@H:2]([CH2:4]O)[CH3:3].C(N(CC)CC)C.[CH3:13][O:14][P:15](Cl)([O:17][CH3:18])=[O:16].C(Cl)Cl.CO.[NH4+].[OH-].C(Cl)(Cl)Cl.CO.[NH4+].[OH-].[O-][Mn](=O)(=O)=O.[K+].CS(Cl)(=O)=O.[OH-].[K+]. (4) Given the product [Br:17][C:3]1[C:4]2[C:9](=[O:10])[NH:8][C:7](=[O:11])[NH:6][C:5]=2[S:12][C:2]=1[CH3:1], predict the reactants needed to synthesize it. The reactants are: [CH3:1][C:2]1[S:12][C:5]2[NH:6][C:7](=[O:11])[NH:8][C:9](=[O:10])[C:4]=2[CH:3]=1.C(O)(=O)C.[Br:17]Br. (5) Given the product [Cl:84][C:6]1[CH:5]=[CH:4][CH:3]=[CH:2][N:12]=1.[C:2](=[O:1])([O-:16])[O-:11].[Cs+:82].[Cs+:82].[Cl:20][C:4]1[C:5]([O:11][CH:55]2[CH2:32][CH2:33]2)=[CH:6][CH:7]=[CH:2][N:12]=1, predict the reactants needed to synthesize it. The reactants are: [OH:1][C:2]1[CH:7]=[CH:6][C:5](B(O)O)=[CH:4][CH:3]=1.[OH-:11].[NH4+:12].FC(F)(F)C(O)=[O:16].[Cl:20]C1C(I)=CC=CN=1.N1CCC1.[C:32]1([C:55]2C3C(=CC=CC=3)C=CC=2P(C2C=CC=CC=2)C2C=CC=CC=2)C2C(=CC=CC=2)C=C[C:33]=1P(C1C=CC=CC=1)C1C=CC=CC=1.C(=O)([O-])[O-].[Cs+:82].[Cs+].[Cl:84]C1C(O)=CC=CN=1.BrC1CC1. (6) Given the product [Cl-:1].[CH3:21][CH:20]1[CH2:19][CH2:18][C:17](=[O:22])[N:16]1[NH3+:15], predict the reactants needed to synthesize it. The reactants are: [ClH:1].C1(C(=[N:15][N:16]2[CH:20]([CH3:21])[CH2:19][CH2:18][C:17]2=[O:22])C2C=CC=CC=2)C=CC=CC=1.C(OCC)(=O)C. (7) Given the product [S:49]([O:3][C@@H:2]1[C@@H:4]([OH:5])[C@H:6]([OH:7])[C@@H:8]([CH2:10][OH:11])[O:9][C@H:1]1[N:12]1[C:23]2[C:15](=[C:16]3[C:30](=[O:31])[NH:29][C:28](=[O:32])[C:17]3=[C:18]3[C:22]=2[NH:21][C:20]2[N:24]=[CH:25][CH:26]=[CH:27][C:19]3=2)[C:14]2[CH:33]=[CH:34][CH:35]=[N:36][C:13]1=2)([C:46]1[CH:47]=[CH:48][C:43]([CH3:53])=[CH:44][CH:45]=1)(=[O:51])=[O:50], predict the reactants needed to synthesize it. The reactants are: [C@@H:1]1([N:12]2[C:23]3[C:15](=[C:16]4[C:30](=[O:31])[NH:29][C:28](=[O:32])[C:17]4=[C:18]4[C:22]=3[NH:21][C:20]3[N:24]=[CH:25][CH:26]=[CH:27][C:19]4=3)[C:14]3[CH:33]=[CH:34][CH:35]=[N:36][C:13]2=3)[O:9][C@H:8]([CH2:10][OH:11])[C@@H:6]([OH:7])[C@H:4]([OH:5])[C@H:2]1[OH:3].C(=O)([O-])[O-].[K+].[K+].[C:43]1([CH3:53])[CH:48]=[CH:47][C:46]([S:49](Cl)(=[O:51])=[O:50])=[CH:45][CH:44]=1. (8) Given the product [CH3:15][O:14][C:11]1[N:12]=[C:13]2[C:8]([CH2:7][CH2:6][C:5](=[O:16])[N:4]2[CH2:3][CH:2]2[CH2:17][O:18]2)=[CH:9][CH:10]=1, predict the reactants needed to synthesize it. The reactants are: O[CH:2]([CH2:17][OH:18])[CH2:3][N:4]1[C:13]2[C:8](=[CH:9][CH:10]=[C:11]([O:14][CH3:15])[N:12]=2)[CH2:7][CH2:6][C:5]1=[O:16].C(N(CC)CC)C.CS(Cl)(=O)=O.C(=O)([O-])[O-].[K+].[K+]. (9) Given the product [OH:14][C@@H:12]1[CH2:13][NH:8][C@H:9]([C:19]([OH:21])=[O:20])[C@@H:10]([C:15]([O:17][CH3:18])=[O:16])[CH2:11]1, predict the reactants needed to synthesize it. The reactants are: C([N:8]1[CH2:13][C@@H:12]([OH:14])[CH2:11][C@H:10]([C:15]([O:17][CH3:18])=[O:16])[C@H:9]1[C:19]([O:21]CC1C=CC=CC=1)=[O:20])C1C=CC=CC=1.[H][H]. (10) Given the product [CH2:14]([O:13][CH:12]1[C:4]2[C:5](=[CH:6][CH:7]=[C:2]([CH3:1])[CH:3]=2)[CH:8]=[C:11]1[CH3:23])[CH3:15], predict the reactants needed to synthesize it. The reactants are: [CH3:1][C:2]1[CH:7]=[CH:6][C:5]([C:8](=[CH2:11])C=O)=[CH:4][CH:3]=1.[CH:12](OCC)(OCC)[O:13][CH2:14][CH3:15].Cl[CH2:23]Cl.